Dataset: Reaction yield outcomes from USPTO patents with 853,638 reactions. Task: Predict the reaction yield, written as a fraction of the theoretical maximum amount of product (1.0 means a 100% yield; for example, 0.34 means a 34% yield). (1) No catalyst specified. The yield is 0.0270. The reactants are C1C=CC(C2C=CC=CC=2)=CC=1.C1C=CC(OC2C=CC=CC=2)=CC=1.[Cl:26][C:27]1[CH:32]=[CH:31][C:30]([C:33]2[C:34]([C:48]3[CH:53]=[CH:52][N:51]=[CH:50][CH:49]=3)=[N:35][N:36]3[C:41]([CH:42]4[CH2:44][CH2:43]4)=[C:40](C(O)=O)[N:39]=[N:38][C:37]=23)=[CH:29][C:28]=1[OH:54]. The product is [Cl:26][C:27]1[CH:32]=[CH:31][C:30]([C:33]2[C:34]([C:48]3[CH:53]=[CH:52][N:51]=[CH:50][CH:49]=3)=[N:35][N:36]3[C:41]([CH:42]4[CH2:44][CH2:43]4)=[CH:40][N:39]=[N:38][C:37]=23)=[CH:29][C:28]=1[OH:54]. (2) The reactants are [Cl:1][C:2]1[CH:3]=[C:4]([CH:7]=[CH:8][C:9]=1[F:10])[C:5]#[N:6].[NH4+]=[S:12].O. The catalyst is CN(C=O)C. The product is [Cl:1][C:2]1[CH:3]=[C:4]([CH:7]=[CH:8][C:9]=1[F:10])[C:5]([NH2:6])=[S:12]. The yield is 0.610. (3) The reactants are C(N(CC)CC)C.[O:8]1[C:12]2[CH:13]=[CH:14][C:15]([CH2:17][NH:18][CH2:19][CH2:20][CH2:21][Br:22])=[CH:16][C:11]=2[O:10][CH2:9]1.[C:23](O[C:23]([O:25][C:26]([CH3:29])([CH3:28])[CH3:27])=[O:24])([O:25][C:26]([CH3:29])([CH3:28])[CH3:27])=[O:24]. The catalyst is CO. The product is [C:26]([O:25][C:23](=[O:24])[N:18]([CH2:17][C:15]1[CH:14]=[CH:13][C:12]2[O:8][CH2:9][O:10][C:11]=2[CH:16]=1)[CH2:19][CH2:20][CH2:21][Br:22])([CH3:29])([CH3:28])[CH3:27]. The yield is 0.970. (4) The reactants are [CH3:1][O:2][C:3](=[O:20])[CH2:4][CH:5]([NH2:19])[C:6]1[CH:11]=[CH:10][C:9]([O:12][CH:13]([F:15])[F:14])=[C:8]([O:16][CH2:17][CH3:18])[CH:7]=1.C([O:23][C:24](=O)[C:25]1[C:30]([N+:31]([O-:33])=[O:32])=[CH:29][CH:28]=[CH:27][C:26]=1[CH2:34]Br)C.C(N(CC)CC)C. The catalyst is CN(C=O)C. The product is [CH3:1][O:2][C:3](=[O:20])[CH2:4][CH:5]([C:6]1[CH:11]=[CH:10][C:9]([O:12][CH:13]([F:14])[F:15])=[C:8]([O:16][CH2:17][CH3:18])[CH:7]=1)[N:19]1[CH2:34][C:26]2[C:25](=[C:30]([N+:31]([O-:33])=[O:32])[CH:29]=[CH:28][CH:27]=2)[C:24]1=[O:23]. The yield is 0.810. (5) The reactants are Br[C:2]1[CH:7]=[CH:6][N:5]=[C:4]2[NH:8][C:9]([C:11]3[CH:12]=[N:13][N:14]([CH3:16])[CH:15]=3)=[N:10][C:3]=12.[C:17]([C:21]1[CH:40]=[CH:39][C:24]([C:25]([NH:27][CH2:28][C:29]2[CH:34]=[CH:33][C:32](B(O)O)=[CH:31][C:30]=2[F:38])=[O:26])=[CH:23][CH:22]=1)([CH3:20])([CH3:19])[CH3:18].P([O-])([O-])([O-])=O.[K+].[K+].[K+].C([O-])(=O)C.[Na+].C(#N)C. No catalyst specified. The product is [C:17]([C:21]1[CH:40]=[CH:39][C:24]([C:25]([NH:27][CH2:28][C:29]2[CH:34]=[CH:33][C:32]([C:2]3[CH:7]=[CH:6][N:5]=[C:4]4[NH:8][C:9]([C:11]5[CH:12]=[N:13][N:14]([CH3:16])[CH:15]=5)=[N:10][C:3]=34)=[CH:31][C:30]=2[F:38])=[O:26])=[CH:23][CH:22]=1)([CH3:20])([CH3:18])[CH3:19]. The yield is 0.720.